This data is from Full USPTO retrosynthesis dataset with 1.9M reactions from patents (1976-2016). The task is: Predict the reactants needed to synthesize the given product. (1) Given the product [Br:1][C:2]1[C:8]([F:9])=[CH:7][C:5]([S:12][CH3:11])=[C:4]([CH3:10])[CH:3]=1, predict the reactants needed to synthesize it. The reactants are: [Br:1][C:2]1[C:8]([F:9])=[CH:7][C:5](N)=[C:4]([CH3:10])[CH:3]=1.[CH3:11][S:12]SC.N(OCCC(C)C)=O. (2) Given the product [C:1]([O:5][C:6]([N:8]1[C@H:12]([CH2:13][O:14][Si:15]([C:28]([CH3:31])([CH3:30])[CH3:29])([C:16]2[CH:17]=[CH:18][CH:19]=[CH:20][CH:21]=2)[C:22]2[CH:27]=[CH:26][CH:25]=[CH:24][CH:23]=2)[CH2:11][CH2:10][CH:9]1[OH:32])=[O:7])([CH3:4])([CH3:2])[CH3:3], predict the reactants needed to synthesize it. The reactants are: [C:1]([O:5][C:6]([N:8]1[CH:12]([CH2:13][O:14][Si:15]([C:28]([CH3:31])([CH3:30])[CH3:29])([C:22]2[CH:27]=[CH:26][CH:25]=[CH:24][CH:23]=2)[C:16]2[CH:21]=[CH:20][CH:19]=[CH:18][CH:17]=2)[CH2:11][CH2:10][C:9]1=[O:32])=[O:7])([CH3:4])([CH3:3])[CH3:2].CC(C[AlH]CC(C)C)C.